Dataset: Catalyst prediction with 721,799 reactions and 888 catalyst types from USPTO. Task: Predict which catalyst facilitates the given reaction. (1) Reactant: [OH-].[Na+].[Cl:3][C:4]1[CH:13]=[C:12]([C:14]([NH:16][C@@H:17]([C:19]2[C:28]3[C:23](=[CH:24][CH:25]=[CH:26][CH:27]=3)[CH:22]=[CH:21][CH:20]=2)[CH3:18])=[O:15])[CH:11]=[C:10]([Cl:29])[C:5]=1[C:6]([O:8]C)=[O:7].CO. Product: [Cl:3][C:4]1[CH:13]=[C:12]([C:14]([NH:16][C@@H:17]([C:19]2[C:28]3[C:23](=[CH:24][CH:25]=[CH:26][CH:27]=3)[CH:22]=[CH:21][CH:20]=2)[CH3:18])=[O:15])[CH:11]=[C:10]([Cl:29])[C:5]=1[C:6]([OH:8])=[O:7]. The catalyst class is: 132. (2) Reactant: [CH3:1][C:2]1[O:6][C:5]([C:7]2[CH:12]=[CH:11][CH:10]=[CH:9][CH:8]=2)=[N:4][C:3]=1[CH2:13][CH2:14][O:15][C:16]1[CH:21]=[CH:20][C:19]([CH2:22][CH:23]([C:27]2[CH:32]=[CH:31][CH:30]=[CH:29][CH:28]=2)[C:24](O)=[O:25])=[CH:18][CH:17]=1.CN1CCOCC1.[CH2:40](OC(Cl)=O)[CH:41]([CH3:43])C.[NH2:48][NH2:49].[NH4+].[Cl-].C(OC(OCC)(OCC)CC)C.CS(O)(=O)=O. Product: [CH2:41]([C:40]1[O:25][C:24]([CH:23]([C:27]2[CH:32]=[CH:31][CH:30]=[CH:29][CH:28]=2)[CH2:22][C:19]2[CH:18]=[CH:17][C:16]([O:15][CH2:14][CH2:13][C:3]3[N:4]=[C:5]([C:7]4[CH:12]=[CH:11][CH:10]=[CH:9][CH:8]=4)[O:6][C:2]=3[CH3:1])=[CH:21][CH:20]=2)=[N:48][N:49]=1)[CH3:43]. The catalyst class is: 387. (3) Reactant: [S-2:1].[Li+].[Li+].F[C:5]1[CH:18]=[CH:17][C:16]([F:19])=[CH:15][C:6]=1[C:7]([C:9]1[CH:14]=[CH:13][CH:12]=[CH:11][CH:10]=1)=[O:8].Cl.C(OCC)(=O)C. Product: [F:19][C:16]1[CH:17]=[CH:18][C:5]([SH:1])=[C:6]([C:7](=[O:8])[C:9]2[CH:14]=[CH:13][CH:12]=[CH:11][CH:10]=2)[CH:15]=1. The catalyst class is: 58.